This data is from Reaction yield outcomes from USPTO patents with 853,638 reactions. The task is: Predict the reaction yield, written as a fraction of the theoretical maximum amount of product (1.0 means a 100% yield; for example, 0.34 means a 34% yield). The reactants are [Br:1][CH2:2][C:3]1[CH:39]=[CH:38][C:6]([CH2:7][O:8][C:9]2[CH:14]=[CH:13][C:12]([C@H:15]3[N:18]([C:19]4[CH:24]=[CH:23][C:22]([F:25])=[CH:21][CH:20]=4)[C:17](=[O:26])[C@@H:16]3[CH2:27][CH2:28][C@@H:29]([C:31]3[CH:36]=[CH:35][C:34]([F:37])=[CH:33][CH:32]=3)[OH:30])=[CH:11][CH:10]=2)=[CH:5][CH:4]=1.[N:40]12[CH2:47][CH2:46][N:43]([CH2:44][CH2:45]1)[CH2:42][CH2:41]2.[Br-]. The catalyst is C(#N)C. The product is [Br-:1].[F:25][C:22]1[CH:21]=[CH:20][C:19]([N:18]2[C:17](=[O:26])[C@H:16]([CH2:27][CH2:28][C@@H:29]([C:31]3[CH:36]=[CH:35][C:34]([F:37])=[CH:33][CH:32]=3)[OH:30])[C@H:15]2[C:12]2[CH:11]=[CH:10][C:9]([O:8][CH2:7][C:6]3[CH:5]=[CH:4][C:3]([CH2:2][N+:40]45[CH2:47][CH2:46][N:43]([CH2:44][CH2:45]4)[CH2:42][CH2:41]5)=[CH:39][CH:38]=3)=[CH:14][CH:13]=2)=[CH:24][CH:23]=1. The yield is 0.920.